Dataset: Human Reference Interactome with 51,813 positive PPI pairs across 8,248 proteins, plus equal number of experimentally-validated negative pairs. Task: Binary Classification. Given two protein amino acid sequences, predict whether they physically interact or not. Protein 1 (ENSG00000152661) has sequence MGDWSALGKLLDKVQAYSTAGGKVWLSVLFIFRILLLGTAVESAWGDEQSAFRCNTQQPGCENVCYDKSFPISHVRFWVLQIIFVSVPTLLYLAHVFYVMRKEEKLNKKEEELKVAQTDGVNVDMHLKQIEIKKFKYGIEEHGKVKMRGGLLRTYIISILFKSIFEVAFLLIQWYIYGFSLSAVYTCKRDPCPHQVDCFLSRPTEKTIFIIFMLVVSLVSLALNIIELFYVFFKGVKDRVKGKSDPYHATSGALSPAKDCGSQKYAYFNGCSSPTAPLSPMSPPGYKLVTGDRNNSSCRN.... Protein 2 (ENSG00000122042) has sequence MSSNVPADMINLRLILVSGKTKEFLFSPNDSASDIAKHVYDNWPMDWEEEQVSSPNILRLIYQGRFLHGNVTLGALKLPFGKTTVMHLVARETLPEPNSQGQRNREKTGESNCCVIL*. Result: 0 (the proteins do not interact).